Task: Regression/Classification. Given an antibody's heavy chain and light chain sequences, predict its developability. TAP uses regression for 5 developability metrics; SAbDab uses binary classification.. Dataset: Antibody developability classification from SAbDab with 2,409 antibodies (1) The antibody is ['QGQLVQSGATTTKPGSSVKISCKTSGYRFNFYHINWIRQTAGRGPEWMGWISPYSGDKNLAPAFQDRVNMTTDTEVPVTSFTSTGAAYMEIRNLTSDDTGTYFCAKGLLRDGSSTWLPYLWGQGTLLTVSS', 'QSVLTQSASVSGSLGQSVTISCTGPNSVCCSHKSISWYQWPPGRAPTLIIYEDNERAPGISPRFSGYKSYWSAYLTISDLRPEDETTYYCCSYTHNSGCVFGTGTKVSVL']. Result: 0 (not developable). (2) The antibody is ['EVQVQQSGTVLARPGASVKMSCKASGYTFTNYWMHWIKQRPGQGLEWIGAIYPGNSATFYNHKFRAKTKLTAVTSTITAYMELSSLTNEDSAVYYCTRGGHGYYGDYWGQGASLTVSS', 'EAVVTQESALTTSPGETVTLTCRSSTGTVTSGNHANWVQEKPDHLFTGLIGDTNNRAPGVPARFSGSLIGDKAALTITGAQPEDEAIYFCALWCNNHWIFGGGTKLTVL']. Result: 0 (not developable). (3) The antibody is ['QVQLKESGPGLVRPSQSLSLTCSVTGYSITSGYYWNWIRQFPGNKLEWMGYISYDGSNNYNPSLKGRISITRDTSKNQFFLKLNSVTTDDTATYYCARAYIGFAYWGQGTLVTVSS', 'DIQMTQSPSSLSASVGDRVTITCRASQSVSSAVAWYQQKPGKAPKLLIYSASSLYSGVPSRFSGSRSGTDFTLTISSLQPEDFATYYCQQSSSSLITFGQGTKVEIK']. Result: 0 (not developable).